Dataset: Peptide-MHC class I binding affinity with 185,985 pairs from IEDB/IMGT. Task: Regression. Given a peptide amino acid sequence and an MHC pseudo amino acid sequence, predict their binding affinity value. This is MHC class I binding data. (1) The peptide sequence is ISRSRRLFA. The MHC is HLA-A30:01 with pseudo-sequence HLA-A30:01. The binding affinity (normalized) is 0.926. (2) The peptide sequence is GVDGLGVSV. The MHC is HLA-B39:01 with pseudo-sequence HLA-B39:01. The binding affinity (normalized) is 0.0847. (3) The peptide sequence is IAMLKSKNI. The MHC is HLA-A02:02 with pseudo-sequence HLA-A02:02. The binding affinity (normalized) is 0.0260.